This data is from NCI-60 drug combinations with 297,098 pairs across 59 cell lines. The task is: Regression. Given two drug SMILES strings and cell line genomic features, predict the synergy score measuring deviation from expected non-interaction effect. Drug 1: CC12CCC3C(C1CCC2=O)CC(=C)C4=CC(=O)C=CC34C. Drug 2: C1C(C(OC1N2C=C(C(=O)NC2=O)F)CO)O. Cell line: EKVX. Synergy scores: CSS=17.9, Synergy_ZIP=-1.53, Synergy_Bliss=-0.945, Synergy_Loewe=-1.79, Synergy_HSA=0.288.